This data is from Forward reaction prediction with 1.9M reactions from USPTO patents (1976-2016). The task is: Predict the product of the given reaction. (1) Given the reactants [CH3:1][C:2]1[CH:7]=[C:6]([CH3:8])[N:5]2[N:9]=[C:10]([S:12][CH2:13][CH2:14][OH:15])[N:11]=[C:4]2[N:3]=1.C1(P(C2C=CC=CC=2)C2C=CC=CC=2)C=CC=CC=1.O[C:36]1[CH:41]=[CH:40][N:39]=[CH:38][CH:37]=1.N(C(OC(C)C)=O)=NC(OC(C)C)=O, predict the reaction product. The product is: [CH3:1][C:2]1[CH:7]=[C:6]([CH3:8])[N:5]2[N:9]=[C:10]([S:12][CH2:13][CH2:14][O:15][C:36]3[CH:41]=[CH:40][N:39]=[CH:38][CH:37]=3)[N:11]=[C:4]2[N:3]=1. (2) Given the reactants CS([O:5][CH:6]1[CH2:9][N:8]([C:10]([O:12][C:13]([CH3:16])([CH3:15])[CH3:14])=[O:11])[CH2:7]1)(=O)=O.O[C:18]1[CH:23]=[C:22]([CH3:24])[C:21]([C:25]2[CH:30]=[CH:29][CH:28]=[C:27]([CH2:31][O:32][C:33]3[CH:46]=[CH:45][C:36]4[C@H:37]([CH2:40][C:41]([O:43][CH3:44])=[O:42])[CH2:38][O:39][C:35]=4[CH:34]=3)[CH:26]=2)=[C:20]([CH3:47])[CH:19]=1.C(=O)([O-])[O-].[Cs+].[Cs+].O, predict the reaction product. The product is: [CH3:44][O:43][C:41](=[O:42])[CH2:40][C@H:37]1[C:36]2[CH:45]=[CH:46][C:33]([O:32][CH2:31][C:27]3[CH:26]=[C:25]([C:21]4[C:22]([CH3:24])=[CH:23][C:18]([O:5][CH:6]5[CH2:9][N:8]([C:10]([O:12][C:13]([CH3:16])([CH3:15])[CH3:14])=[O:11])[CH2:7]5)=[CH:19][C:20]=4[CH3:47])[CH:30]=[CH:29][CH:28]=3)=[CH:34][C:35]=2[O:39][CH2:38]1. (3) Given the reactants [F:1][C:2]1[CH:3]=[CH:4][C:5]([OH:11])=[C:6](B(O)O)[CH:7]=1.Br[C:13]1[CH:18]=[CH:17][N:16]=[C:15]([NH2:19])[CH:14]=1.C(=O)([O-])[O-].[Na+].[Na+], predict the reaction product. The product is: [NH2:19][C:15]1[CH:14]=[C:13]([C:6]2[CH:7]=[C:2]([F:1])[CH:3]=[CH:4][C:5]=2[OH:11])[CH:18]=[CH:17][N:16]=1. (4) Given the reactants Cl.[CH2:2]([N:9]1[CH2:13][CH2:12][C:11]([CH3:15])([NH2:14])[CH2:10]1)[C:3]1[CH:8]=[CH:7][CH:6]=[CH:5][CH:4]=1.C([O-])([O-])=O.[K+].[K+].[CH3:22][C:23]([O:26][C:27](O[C:27]([O:26][C:23]([CH3:25])([CH3:24])[CH3:22])=[O:28])=[O:28])([CH3:25])[CH3:24], predict the reaction product. The product is: [CH2:2]([N:9]1[CH2:13][CH2:12][C:11]([NH:14][C:27](=[O:28])[O:26][C:23]([CH3:25])([CH3:24])[CH3:22])([CH3:15])[CH2:10]1)[C:3]1[CH:4]=[CH:5][CH:6]=[CH:7][CH:8]=1. (5) Given the reactants C(OC([N:8]1[CH2:11][C:10]([OH:13])([CH3:12])[CH2:9]1)=O)(C)(C)C.[F:14][C:15]([F:20])([F:19])[C:16]([OH:18])=[O:17], predict the reaction product. The product is: [F:14][C:15]([F:20])([F:19])[C:16]([OH:18])=[O:17].[CH3:12][C:10]1([OH:13])[CH2:11][NH:8][CH2:9]1. (6) Given the reactants C(O)C.O.[C:5]([O:14][CH3:15])(=[O:13])[C:6]1[C:7](=[CH:9][CH:10]=[CH:11][CH:12]=1)[OH:8].[NH2+]1CCN=C1, predict the reaction product. The product is: [C:5]([O:14][CH3:15])(=[O:13])[C:6]1[C:7](=[CH:9][CH:10]=[CH:11][CH:12]=1)[OH:8]. (7) The product is: [Cl:27][C:28]1[CH:29]=[CH:30][C:31]([C:2]2[O:10][C:9]3[CH:8]=[CH:7][N:6]([C:11]4[CH:23]=[CH:22][C:14]([O:15][CH2:16][C:17]5([C:20]#[N:21])[CH2:18][CH2:19]5)=[C:13]([O:24][CH3:25])[CH:12]=4)[C:5](=[O:26])[C:4]=3[CH:3]=2)=[N:32][CH:33]=1. Given the reactants Br[C:2]1[O:10][C:9]2[CH:8]=[CH:7][N:6]([C:11]3[CH:23]=[CH:22][C:14]([O:15][CH2:16][C:17]4([C:20]#[N:21])[CH2:19][CH2:18]4)=[C:13]([O:24][CH3:25])[CH:12]=3)[C:5](=[O:26])[C:4]=2[CH:3]=1.[Cl:27][C:28]1[CH:29]=[CH:30][C:31]([B-]23OCC(C)(CO2)CO3)=[N:32][CH:33]=1.[Li+], predict the reaction product.